This data is from Catalyst prediction with 721,799 reactions and 888 catalyst types from USPTO. The task is: Predict which catalyst facilitates the given reaction. (1) Reactant: [F:1][C:2]1[CH:19]=[C:18]([I:20])[CH:17]=[CH:16][C:3]=1[NH:4][C:5]1[C:6]([C:13]([OH:15])=[O:14])=[CH:7][N:8]([CH3:12])[C:9](=[O:11])[CH:10]=1.C1N=CN(C(N2C=NC=C2)=O)C=1.[NH2:33][C:34]([CH2:39]O)([CH2:37][OH:38])[CH2:35][OH:36]. Product: [F:1][C:2]1[CH:19]=[C:18]([I:20])[CH:17]=[CH:16][C:3]=1[NH:4][C:5]1[C:6]([C:13]([O:15][CH2:39][C:34]([NH2:33])([CH2:37][OH:38])[CH2:35][OH:36])=[O:14])=[CH:7][N:8]([CH3:12])[C:9](=[O:11])[CH:10]=1. The catalyst class is: 118. (2) Reactant: [CH2:1]([O:4][CH2:5][C:6]1[C:10]2[N:11]([CH3:27])[CH:12]=[C:13]([C:16]([NH:18][CH2:19][C:20]3[CH:25]=[CH:24][C:23]([Cl:26])=[CH:22][CH:21]=3)=[O:17])[C:14](=[O:15])[C:9]=2[S:8][C:7]=1[CH:28]=[O:29])[CH:2]=[CH2:3].C(O)(=O)C.C(O[BH-](OC(=O)C)OC(=O)C)(=O)C.[Na+]. Product: [CH2:1]([O:4][CH2:5][C:6]1[C:10]2[N:11]([CH3:27])[CH:12]=[C:13]([C:16]([NH:18][CH2:19][C:20]3[CH:25]=[CH:24][C:23]([Cl:26])=[CH:22][CH:21]=3)=[O:17])[C:14](=[O:15])[C:9]=2[S:8][C:7]=1[CH2:28][OH:29])[CH:2]=[CH2:3]. The catalyst class is: 2. (3) Reactant: [CH2:1]([C@:3]12[C:16]3[C:11](=[CH:12][C:13]([OH:17])=[CH:14][CH:15]=3)[CH2:10][CH2:9][C@@H:8]1[CH2:7][C@@:6]([OH:24])([C:18]1[CH:19]=[N:20][CH:21]=[CH:22][CH:23]=1)[C:5](=[O:25])[CH2:4]2)[CH3:2].[CH3:26][Li].[I-].[Li+]. Product: [CH2:1]([C@:3]12[C:16]3[C:11](=[CH:12][C:13]([OH:17])=[CH:14][CH:15]=3)[CH2:10][CH2:9][C@@H:8]1[CH2:7][C@:6]([C:18]1[CH:19]=[N:20][CH:21]=[CH:22][CH:23]=1)([OH:24])[C@:5]([CH3:26])([OH:25])[CH2:4]2)[CH3:2]. The catalyst class is: 7. (4) The catalyst class is: 202. Reactant: [CH:1]1([OH:7])[CH2:6][CH2:5][CH2:4][CH2:3][CH2:2]1.Cl[C:9]([O:11][CH:12]([Cl:14])[CH3:13])=[O:10].[Cl-].[Na+]. Product: [C:9](=[O:10])([O:7][CH:1]1[CH2:6][CH2:5][CH2:4][CH2:3][CH2:2]1)[O:11][CH:12]([Cl:14])[CH3:13]. (5) Reactant: FC(F)(F)C(O)=O.[CH3:8][O:9][C:10](=[O:53])[CH:11]([C:13]1[CH:18]=[CH:17][C:16]([C:19]2[CH:24]=[CH:23][C:22]([C:25]([C:30]3[CH:35]=[CH:34][C:33]([CH2:36][CH2:37][CH:38]([O:43][Si](C(C)(C)C)(C)C)[C:39]([CH3:42])([CH3:41])[CH3:40])=[C:32]([CH3:51])[CH:31]=3)([CH2:28][CH3:29])[CH2:26][CH3:27])=[CH:21][C:20]=2[CH3:52])=[CH:15][CH:14]=1)[OH:12]. Product: [CH3:8][O:9][C:10](=[O:53])[CH:11]([C:13]1[CH:14]=[CH:15][C:16]([C:19]2[CH:24]=[CH:23][C:22]([C:25]([CH2:26][CH3:27])([C:30]3[CH:35]=[CH:34][C:33]([CH2:36][CH2:37][CH:38]([OH:43])[C:39]([CH3:41])([CH3:42])[CH3:40])=[C:32]([CH3:51])[CH:31]=3)[CH2:28][CH3:29])=[CH:21][C:20]=2[CH3:52])=[CH:17][CH:18]=1)[OH:12]. The catalyst class is: 4. (6) Reactant: [H-].[Li+].[Al+3].[H-].[H-].[H-].[CH3:7][C:8]1[N:17]=[CH:16][CH:15]=[CH:14][C:9]=1[C:10](OC)=[O:11].O.[OH-].[Na+]. Product: [CH3:7][C:8]1[C:9]([CH2:10][OH:11])=[CH:14][CH:15]=[CH:16][N:17]=1. The catalyst class is: 1. (7) Reactant: [CH:1](=O)[C:2]1[CH:7]=[CH:6][CH:5]=[C:4]([O:8][CH3:9])[CH:3]=1.[CH:11]1([NH2:17])[CH2:16][CH2:15][CH2:14][CH2:13][CH2:12]1.C([BH3-])#N.[Na+].Cl. Product: [CH3:9][O:8][C:4]1[CH:3]=[C:2]([CH:7]=[CH:6][CH:5]=1)[CH2:1][NH:17][CH:11]1[CH2:16][CH2:15][CH2:14][CH2:13][CH2:12]1. The catalyst class is: 477. (8) Reactant: [Br:1][C:2]1[CH:3]=[C:4]([N+:12]([O-])=O)[C:5]([NH:10][CH3:11])=[N:6][C:7]=1[O:8][CH3:9].[H][H].[Cl:17][C:18]1[CH:23]=[CH:22][CH:21]=[C:20]([Cl:24])[C:19]=1[N:25]=[C:26]=[S:27]. Product: [Br:1][C:2]1[CH:3]=[C:4]([NH:12][C:26]([NH:25][C:19]2[C:20]([Cl:24])=[CH:21][CH:22]=[CH:23][C:18]=2[Cl:17])=[S:27])[C:5]([NH:10][CH3:11])=[N:6][C:7]=1[O:8][CH3:9]. The catalyst class is: 446.